The task is: Predict the reactants needed to synthesize the given product.. This data is from Full USPTO retrosynthesis dataset with 1.9M reactions from patents (1976-2016). Given the product [I:1][C:2]1[C:10]2[CH2:9][CH2:8][C:7]([CH3:12])([CH3:11])[CH2:6][C:5]=2[N:4]([C:20]([O:22][C:23]([CH3:26])([CH3:25])[CH3:24])=[O:21])[N:3]=1, predict the reactants needed to synthesize it. The reactants are: [I:1][C:2]1[C:10]2[CH2:9][CH2:8][C:7]([CH3:12])([CH3:11])[CH2:6][C:5]=2[NH:4][N:3]=1.C(N(CC)CC)C.[C:20](O[C:20]([O:22][C:23]([CH3:26])([CH3:25])[CH3:24])=[O:21])([O:22][C:23]([CH3:26])([CH3:25])[CH3:24])=[O:21].